From a dataset of Full USPTO retrosynthesis dataset with 1.9M reactions from patents (1976-2016). Predict the reactants needed to synthesize the given product. (1) The reactants are: [CH-:1]1[CH:5]=[CH:4][CH:3]=[CH:2]1.[Na+].Cl[Si:8]([CH3:16])([CH3:15])[C:9]1[CH:14]=[CH:13][CH:12]=[CH:11][CH:10]=1. Given the product [CH:1]1([Si:8]([CH3:16])([CH3:15])[C:9]2[CH:14]=[CH:13][CH:12]=[CH:11][CH:10]=2)[CH:5]=[CH:4][CH:3]=[CH:2]1, predict the reactants needed to synthesize it. (2) Given the product [C:26]1([C:19]([C:20]2[CH:21]=[CH:22][CH:23]=[CH:24][CH:25]=2)=[N:32][C:2]2[CH:7]=[N:6][CH:5]=[C:4]([NH:8][C:9]3[CH:18]=[CH:17][CH:16]=[C:15]4[C:10]=3[CH:11]=[CH:12][N:13]=[CH:14]4)[CH:3]=2)[CH:27]=[CH:28][CH:29]=[CH:30][CH:31]=1, predict the reactants needed to synthesize it. The reactants are: Br[C:2]1[CH:3]=[C:4]([NH:8][C:9]2[C:10]3[CH:11]=[CH:12][N:13]=[CH:14][C:15]=3[CH:16]=[CH:17][CH:18]=2)[CH:5]=[N:6][CH:7]=1.[C:19](=[NH:32])([C:26]1[CH:31]=[CH:30][CH:29]=[CH:28][CH:27]=1)[C:20]1[CH:25]=[CH:24][CH:23]=[CH:22][CH:21]=1.C1C=CC(P(C2C(C3C(P(C4C=CC=CC=4)C4C=CC=CC=4)=CC=C4C=3C=CC=C4)=C3C(C=CC=C3)=CC=2)C2C=CC=CC=2)=CC=1.CC(C)([O-])C.[Na+]. (3) Given the product [F:1][C:2]1[CH:3]=[CH:4][C:5]([N:8]2[CH2:14][CH2:13][CH2:12][CH:11]([C:15]([OH:17])=[O:16])[CH2:10][C:9]2=[O:19])=[CH:6][CH:7]=1, predict the reactants needed to synthesize it. The reactants are: [F:1][C:2]1[CH:7]=[CH:6][C:5]([N:8]2[CH2:14][CH2:13][CH2:12][CH:11]([C:15]([O:17]C)=[O:16])[CH2:10][C:9]2=[O:19])=[CH:4][CH:3]=1.[OH-].[Li+].Cl. (4) Given the product [CH2:23]([O:30][C:31]1[CH:36]=[CH:35][N:34]([C:2]2[CH:3]=[CH:4][C:5]3[O:22][C:9]4[CH2:10][N:11]([C:15]([O:17][C:18]([CH3:21])([CH3:20])[CH3:19])=[O:16])[CH2:12][CH2:13][CH2:14][C:8]=4[C:6]=3[CH:7]=2)[C:33](=[O:37])[CH:32]=1)[C:24]1[CH:25]=[CH:26][CH:27]=[CH:28][CH:29]=1, predict the reactants needed to synthesize it. The reactants are: Br[C:2]1[CH:3]=[CH:4][C:5]2[O:22][C:9]3[CH2:10][N:11]([C:15]([O:17][C:18]([CH3:21])([CH3:20])[CH3:19])=[O:16])[CH2:12][CH2:13][CH2:14][C:8]=3[C:6]=2[CH:7]=1.[CH2:23]([O:30][C:31]1[CH:36]=[CH:35][NH:34][C:33](=[O:37])[CH:32]=1)[C:24]1[CH:29]=[CH:28][CH:27]=[CH:26][CH:25]=1.